From a dataset of Full USPTO retrosynthesis dataset with 1.9M reactions from patents (1976-2016). Predict the reactants needed to synthesize the given product. Given the product [NH2:5][CH2:9][C@@H:10]1[CH2:11][N:12]([CH2:18][CH2:19][C:20]2[C:29]3[C:24](=[CH:25][CH:26]=[C:27]([O:30][CH3:31])[N:28]=3)[N:23]=[CH:22][C:21]=2[F:32])[CH2:13][C@@H:14]1[C:15]([NH2:17])=[O:16], predict the reactants needed to synthesize it. The reactants are: CC([N:5]([CH2:9][C@H:10]1[C@H:14]([C:15]([NH2:17])=[O:16])[CH2:13][N:12]([CH2:18][CH2:19][C:20]2[C:29]3[C:24](=[CH:25][CH:26]=[C:27]([O:30][CH3:31])[N:28]=3)[N:23]=[CH:22][C:21]=2[F:32])[CH2:11]1)C(=O)[O-])(C)C.Cl.O1CCOCC1.